Dataset: Reaction yield outcomes from USPTO patents with 853,638 reactions. Task: Predict the reaction yield, written as a fraction of the theoretical maximum amount of product (1.0 means a 100% yield; for example, 0.34 means a 34% yield). (1) The product is [Br:1][C:2]1[CH:21]=[CH:20][CH:19]=[CH:18][C:3]=1[C:4]([N:6]1[CH2:7][CH2:8][N:9]([C:12](=[O:17])[CH2:13][C:14]([NH:55][C:52]2[CH:51]=[CH:50][C:49]([C:43]3[CH:48]=[CH:47][CH:46]=[CH:45][CH:44]=3)=[CH:54][N:53]=2)=[O:16])[CH2:10][CH2:11]1)=[O:5]. The reactants are [Br:1][C:2]1[CH:21]=[CH:20][CH:19]=[CH:18][C:3]=1[C:4]([N:6]1[CH2:11][CH2:10][N:9]([C:12](=[O:17])[CH2:13][C:14]([OH:16])=O)[CH2:8][CH2:7]1)=[O:5].CCN=C=NCCCN(C)C.C1C=CC2N(O)N=NC=2C=1.[C:43]1([C:49]2[CH:50]=[CH:51][C:52]([NH2:55])=[N:53][CH:54]=2)[CH:48]=[CH:47][CH:46]=[CH:45][CH:44]=1. The catalyst is CN(C1C=CN=CC=1)C.CN(C=O)C.O. The yield is 0.270. (2) The reactants are [CH2:1]([C:3]1[N:4]=[C:5]([C:8]2[CH:32]=[CH:31][C:11]([O:12][CH2:13][CH2:14][CH2:15][O:16][C:17]3[CH:18]=[C:19]4[C:23](=[CH:24][CH:25]=3)[N:22]([CH2:26][C:27]([O:29]C)=[O:28])[CH:21]=[CH:20]4)=[C:10]([CH2:33][CH2:34][CH3:35])[CH:9]=2)[S:6][CH:7]=1)[CH3:2].O[Li].O. The catalyst is C1COCC1.O. The product is [CH2:1]([C:3]1[N:4]=[C:5]([C:8]2[CH:32]=[CH:31][C:11]([O:12][CH2:13][CH2:14][CH2:15][O:16][C:17]3[CH:18]=[C:19]4[C:23](=[CH:24][CH:25]=3)[N:22]([CH2:26][C:27]([OH:29])=[O:28])[CH:21]=[CH:20]4)=[C:10]([CH2:33][CH2:34][CH3:35])[CH:9]=2)[S:6][CH:7]=1)[CH3:2]. The yield is 0.750.